This data is from Reaction yield outcomes from USPTO patents with 853,638 reactions. The task is: Predict the reaction yield, written as a fraction of the theoretical maximum amount of product (1.0 means a 100% yield; for example, 0.34 means a 34% yield). (1) The reactants are [Br:1]N1C(=O)CCC1=O.[F:9][C:10]1[CH:15]=[CH:14][C:13]([C:16]2[CH:17]([C:28]3[CH:33]=[CH:32][C:31]([I:34])=[CH:30][CH:29]=3)[O:18][C:19]3[C:24]([C:25]=2[CH3:26])=[CH:23][C:22]([OH:27])=[CH:21][CH:20]=3)=[CH:12][CH:11]=1. The catalyst is CN(C)C=O.C(OCC)(=O)C. The product is [Br:1][C:21]1[CH:20]=[C:19]2[C:24]([C:25]([CH3:26])=[C:16]([C:13]3[CH:14]=[CH:15][C:10]([F:9])=[CH:11][CH:12]=3)[CH:17]([C:28]3[CH:29]=[CH:30][C:31]([I:34])=[CH:32][CH:33]=3)[O:18]2)=[CH:23][C:22]=1[OH:27]. The yield is 0.180. (2) The reactants are [NH2:1][C@H:2]1[CH2:6][N:5]([C:7](OC(C)(C)C)=O)[C@@H:4]([CH3:14])[CH2:3]1.[Cl:15][C:16]1[CH:21]=[C:20]([F:22])[C:19]([Cl:23])=[CH:18][C:17]=1[S:24](Cl)(=[O:26])=[O:25].CC[N:30](C(C)C)C(C)C.N#CBr.C(O)C(N)(CO)CO. The catalyst is C(Cl)Cl. The product is [Cl:15][C:16]1[CH:21]=[C:20]([F:22])[C:19]([Cl:23])=[CH:18][C:17]=1[S:24]([NH:1][C@@H:2]1[CH2:3][C@H:4]([CH3:14])[N:5]([C:7]#[N:30])[CH2:6]1)(=[O:26])=[O:25]. The yield is 0.520.